Dataset: Full USPTO retrosynthesis dataset with 1.9M reactions from patents (1976-2016). Task: Predict the reactants needed to synthesize the given product. (1) The reactants are: [CH:1]([O:4][CH2:5][CH2:6][OH:7])([CH3:3])[CH3:2].C(N(CC)CC)C.[C:15]1([CH3:25])[CH:20]=[CH:19][C:18]([S:21](Cl)(=[O:23])=[O:22])=[CH:17][CH:16]=1. Given the product [CH:1]([O:4][CH2:5][CH2:6][O:7][S:21]([C:18]1[CH:19]=[CH:20][C:15]([CH3:25])=[CH:16][CH:17]=1)(=[O:23])=[O:22])([CH3:3])[CH3:2], predict the reactants needed to synthesize it. (2) Given the product [CH3:9][CH:7]1[CH2:8][C:3](=[O:2])[CH:4]=[CH:5][N:6]1[C:12]([O:14][CH2:15][C:16]1[CH:21]=[CH:20][CH:19]=[CH:18][CH:17]=1)=[O:13], predict the reactants needed to synthesize it. The reactants are: C[O:2][C:3]1[CH:8]=[CH:7][N:6]=[CH:5][CH:4]=1.[CH3:9][Mg+].[Br-].[C:12](Cl)([O:14][CH2:15][C:16]1[CH:21]=[CH:20][CH:19]=[CH:18][CH:17]=1)=[O:13].Cl.